From a dataset of Forward reaction prediction with 1.9M reactions from USPTO patents (1976-2016). Predict the product of the given reaction. (1) Given the reactants [Cl:1][C:2]1[C:7]([F:8])=[CH:6][CH:5]=[C:4]([Cl:9])[C:3]=1[CH:10]([O:12][C:13]1[C:14]([N+:19]([O-])=O)=[N:15][CH:16]=[CH:17][CH:18]=1)[CH3:11].O.C([O-])([O-])=O.[Na+].[Na+], predict the reaction product. The product is: [Cl:1][C:2]1[C:7]([F:8])=[CH:6][CH:5]=[C:4]([Cl:9])[C:3]=1[CH:10]([O:12][C:13]1[C:14]([NH2:19])=[N:15][CH:16]=[CH:17][CH:18]=1)[CH3:11]. (2) The product is: [CH3:1][O:2][C:3](=[O:31])[N:4]=[C:5]([S:29][CH3:30])[C:6]([C:20]1[CH:25]=[CH:24][C:23]([O:26][CH2:39][CH3:40])=[C:22]([O:27][CH3:28])[CH:21]=1)=[N:7][C:8]1[CH:13]=[CH:12][C:11]([C:14]2[N:18]=[C:17]([CH3:19])[O:16][N:15]=2)=[CH:10][CH:9]=1. Given the reactants [CH3:1][O:2][C:3](=[O:31])[N:4]=[C:5]([S:29][CH3:30])[C:6]([C:20]1[CH:25]=[CH:24][C:23]([OH:26])=[C:22]([O:27][CH3:28])[CH:21]=1)=[N:7][C:8]1[CH:13]=[CH:12][C:11]([C:14]2[N:18]=[C:17]([CH3:19])[O:16][N:15]=2)=[CH:10][CH:9]=1.C(=O)([O-])[O-].[K+].[K+].I[CH2:39][CH3:40].O, predict the reaction product.